This data is from CYP2C9 inhibition data for predicting drug metabolism from PubChem BioAssay. The task is: Regression/Classification. Given a drug SMILES string, predict its absorption, distribution, metabolism, or excretion properties. Task type varies by dataset: regression for continuous measurements (e.g., permeability, clearance, half-life) or binary classification for categorical outcomes (e.g., BBB penetration, CYP inhibition). Dataset: cyp2c9_veith. (1) The molecule is O=C(c1ccc2c(c1)OCCO2)C1CCN(S(=O)(=O)c2ccccc2F)CC1. The result is 0 (non-inhibitor). (2) The molecule is COc1ccc(-c2nc3cnc(N(C)C)nc3n(C)c2=O)cc1. The result is 0 (non-inhibitor).